This data is from Forward reaction prediction with 1.9M reactions from USPTO patents (1976-2016). The task is: Predict the product of the given reaction. (1) Given the reactants [CH3:1][C:2]([CH3:25])([CH3:24])[C:3]([C:5]1[C:13]2[C:8](=[N:9][CH:10]=[C:11]([C:14]3[CH:19]=[CH:18][CH:17]=[C:16]([Si](C)(C)C)[CH:15]=3)[N:12]=2)[NH:7][CH:6]=1)=[O:4].C(=O)([O-])[O-].[K+].[K+].[I:32]Cl, predict the reaction product. The product is: [I:32][C:16]1[CH:15]=[C:14]([C:11]2[N:12]=[C:13]3[C:5]([C:3](=[O:4])[C:2]([CH3:25])([CH3:24])[CH3:1])=[CH:6][NH:7][C:8]3=[N:9][CH:10]=2)[CH:19]=[CH:18][CH:17]=1. (2) Given the reactants C(OC([N:8]1[CH2:18][CH:17]2[CH2:19][CH:10]([C:11]3[CH:12]=[CH:13][C:14]([C:20](=[O:22])[CH3:21])=[CH:15][C:16]=32)[CH2:9]1)=O)(C)(C)C.C(OCC)(=O)C.[ClH:29], predict the reaction product. The product is: [ClH:29].[CH:17]12[CH2:19][CH:10]([CH2:9][NH:8][CH2:18]1)[C:11]1[CH:12]=[CH:13][C:14]([C:20](=[O:22])[CH3:21])=[CH:15][C:16]2=1. (3) The product is: [Cl:1][C:2]1[CH:3]=[CH:4][C:5]([C:10]([F:11])([F:12])[F:13])=[C:6]([CH:7]=1)[CH:8]=[O:9]. Given the reactants [Cl:1][C:2]1[CH:3]=[CH:4][C:5]([C:10]([F:13])([F:12])[F:11])=[C:6]([CH2:8][OH:9])[CH:7]=1.[Cr](Cl)([O-])(=O)=O.[NH+]1C=CC=CC=1, predict the reaction product. (4) The product is: [Cl:1][C:2]1[CH:3]=[C:4]([CH:15]=[CH:16][C:17]=1[F:18])[O:5][C:6]1[N:7]=[CH:8][C:9]([NH2:12])=[CH:10][CH:11]=1. Given the reactants [Cl:1][C:2]1[CH:3]=[C:4]([CH:15]=[CH:16][C:17]=1[F:18])[O:5][C:6]1[CH:11]=[CH:10][C:9]([N+:12]([O-])=O)=[CH:8][N:7]=1.Cl[Sn]Cl, predict the reaction product. (5) The product is: [CH3:1][NH:2][C:3]1[N:11]=[CH:10][N:9]=[C:8]2[C:4]=1[N:5]=[CH:6][N:7]2[C:15]1[CH:20]=[CH:19][C:18]([N+:21]([O-:23])=[O:22])=[CH:17][CH:16]=1. Given the reactants [CH3:1][NH:2][C:3]1[N:11]=[CH:10][N:9]=[C:8]2[C:4]=1[N:5]=[CH:6][NH:7]2.[H-].[Na+].F[C:15]1[CH:20]=[CH:19][C:18]([N+:21]([O-:23])=[O:22])=[CH:17][CH:16]=1, predict the reaction product. (6) Given the reactants [H-].[Na+].Cl[CH2:4][C:5]1[N:9]([CH3:10])[N:8]=[C:7]([CH3:11])[CH:6]=1.[Br:12][C:13]1[N:18]=[C:17]([CH2:19][OH:20])[CH:16]=[CH:15][CH:14]=1, predict the reaction product. The product is: [Br:12][C:13]1[CH:14]=[CH:15][CH:16]=[C:17]([CH2:19][O:20][CH2:4][C:5]2[N:9]([CH3:10])[N:8]=[C:7]([CH3:11])[CH:6]=2)[N:18]=1. (7) The product is: [Cl:11][C:6]1[CH:7]=[CH:8][CH:9]=[CH:10][C:5]=1[CH:4]([O:12][CH:13]1[CH2:18][CH2:17][N:16]([C:31]([NH:30][C:26]2[CH:27]=[CH:28][CH:29]=[C:24]([Cl:23])[CH:25]=2)=[O:32])[CH2:15][CH2:14]1)[C:3]1[CH:19]=[CH:20][CH:21]=[CH:22][C:2]=1[Cl:1]. Given the reactants [Cl:1][C:2]1[CH:22]=[CH:21][CH:20]=[CH:19][C:3]=1[CH:4]([O:12][CH:13]1[CH2:18][CH2:17][NH:16][CH2:15][CH2:14]1)[C:5]1[CH:10]=[CH:9][CH:8]=[CH:7][C:6]=1[Cl:11].[Cl:23][C:24]1[CH:25]=[C:26]([N:30]=[C:31]=[O:32])[CH:27]=[CH:28][CH:29]=1.C(N(CC)CC)C, predict the reaction product.